This data is from Forward reaction prediction with 1.9M reactions from USPTO patents (1976-2016). The task is: Predict the product of the given reaction. (1) Given the reactants [S:1]1[C:5]2[CH:6]=[CH:7][CH:8]=[CH:9][C:4]=2[C:3]([NH:10][CH2:11][CH2:12][NH:13][C:14]([CH:16]2[CH2:21][CH2:20][CH2:19][N:18](C(OC(C)(C)C)=O)[CH2:17]2)=[O:15])=[N:2]1, predict the reaction product. The product is: [S:1]1[C:5]2[CH:6]=[CH:7][CH:8]=[CH:9][C:4]=2[C:3]([NH:10][CH2:11][CH2:12][NH:13][C:14]([CH:16]2[CH2:21][CH2:20][CH2:19][NH:18][CH2:17]2)=[O:15])=[N:2]1. (2) Given the reactants C([O:3][C:4](=[O:18])[C:5]([NH:7][C:8]1[CH:17]=[CH:16][C:11]2[NH:12][C:13](=[O:15])[O:14][C:10]=2[CH:9]=1)=[O:6])C, predict the reaction product. The product is: [O:15]=[C:13]1[NH:12][C:11]2[CH:16]=[CH:17][C:8]([NH:7][C:5](=[O:6])[C:4]([OH:18])=[O:3])=[CH:9][C:10]=2[O:14]1.